Dataset: Forward reaction prediction with 1.9M reactions from USPTO patents (1976-2016). Task: Predict the product of the given reaction. (1) Given the reactants [CH2:1]([N:8]1[C:13](=[O:14])[C:12]([C:15]2[CH:20]=[CH:19][C:18]([O:21][C:22]3[C:31]4[C:26](=[CH:27][C:28]([OH:34])=[C:29]([O:32][CH3:33])[CH:30]=4)[N:25]=[CH:24][CH:23]=3)=[C:17]([F:35])[CH:16]=2)=[CH:11][N:10]=[CH:9]1)[C:2]1[CH:7]=[CH:6][CH:5]=[CH:4][CH:3]=1.Cl.Cl[CH2:38][CH2:39][N:40]1[CH:44]=[CH:43][N:42]=[CH:41]1, predict the reaction product. The product is: [N:40]1([CH2:39][CH2:38][O:34][C:28]2[CH:27]=[C:26]3[C:31]([C:22]([O:21][C:18]4[CH:19]=[CH:20][C:15]([C:12]5[C:13](=[O:14])[N:8]([CH2:1][C:2]6[CH:7]=[CH:6][CH:5]=[CH:4][CH:3]=6)[CH:9]=[N:10][CH:11]=5)=[CH:16][C:17]=4[F:35])=[CH:23][CH:24]=[N:25]3)=[CH:30][C:29]=2[O:32][CH3:33])[CH:44]=[CH:43][N:42]=[CH:41]1. (2) Given the reactants C(OC([C@@H:8]([C:18]1[CH:23]=[CH:22][C:21]([O:24][CH3:25])=[C:20]([I:26])[CH:19]=1)[C:9]([NH:11][C@@H:12]([CH3:17])[C:13]([O:15]C)=[O:14])=[O:10])=O)(C)(C)C.[Li+].[OH-:28], predict the reaction product. The product is: [CH3:8][CH:18]([O:28][C:9]([NH:11][C@@H:8]([C:18]1[CH:23]=[CH:22][C:21]([O:24][CH3:25])=[C:20]([I:26])[CH:19]=1)[C:9]([NH:11][C@@H:12]([CH3:17])[C:13]([OH:15])=[O:14])=[O:10])=[O:10])[CH2:19][CH3:20]. (3) The product is: [NH2:13][CH2:21][C:22]1[N:23]=[C:24]([C:28]#[C:29][C:30]2[C:31]([NH:36][C:37]3[CH:42]=[CH:41][C:40]([O:43][CH2:44][C:45]4[CH:50]=[CH:49][CH:48]=[C:47]([F:51])[CH:46]=4)=[C:39]([Cl:52])[CH:38]=3)=[N:32][CH:33]=[N:34][CH:35]=2)[CH:25]=[CH:26][CH:27]=1. Given the reactants CS(Cl)(=O)=O.C(OC([N:13]([CH2:21][C:22]1[CH:27]=[CH:26][CH:25]=[C:24]([C:28]#[C:29][C:30]2[C:31]([NH:36][C:37]3[CH:42]=[CH:41][C:40]([O:43][CH2:44][C:45]4[CH:50]=[CH:49][CH:48]=[C:47]([F:51])[CH:46]=4)=[C:39]([Cl:52])[CH:38]=3)=[N:32][CH:33]=[N:34][CH:35]=2)[N:23]=1)C(OC(C)(C)C)=O)=O)(C)(C)C.ClC1C=C(C=CC=1OCC1C=CC=C(F)C=1)NC1C(C#CC2N=C(CO)C=CC=2)=CN=CN=1.[H-].[Na+].C(NC(OC(C)(C)C)=O)(OC(C)(C)C)=O.S([O-])(=O)(=O)C, predict the reaction product. (4) Given the reactants [C:1]1(C)C=CC=C[CH:2]=1.[N+:8]([CH:11]=[C:12]1[CH2:18][O:17][CH2:16][CH2:15][O:14][CH2:13]1)([O-:10])=[O:9].C1(P(C2C=CC=CC=2)C2C=CC3C(=CC=CC=3)C=2C2C3C(=CC=CC=3)C=CC=2P(C2C=CC=CC=2)C2C=CC=CC=2)C=CC=CC=1.C([B-](F)(F)F)=C.[K+], predict the reaction product. The product is: [N+:8]([CH2:11][C:12]1([CH:1]=[CH2:2])[CH2:13][O:14][CH2:15][CH2:16][O:17][CH2:18]1)([O-:10])=[O:9]. (5) Given the reactants [ClH:1].[CH2:2]([O:9][C:10]([NH:12][CH2:13][CH2:14][CH2:15][C@@H:16]([NH:19]C(OC(C)(C)C)=O)[CH2:17][OH:18])=[O:11])[C:3]1[CH:8]=[CH:7][CH:6]=[CH:5][CH:4]=1.C(OCC)(=O)C, predict the reaction product. The product is: [ClH:1].[CH2:2]([O:9][C:10]([NH:12][CH2:13][CH2:14][CH2:15][C@@H:16]([NH2:19])[CH2:17][OH:18])=[O:11])[C:3]1[CH:4]=[CH:5][CH:6]=[CH:7][CH:8]=1. (6) Given the reactants [CH3:1][CH:2]([CH3:6])[CH2:3][CH2:4][NH2:5].[OH-].[Na+].[Br:9][C:10]1[CH:11]=[C:12]([CH:16]=[CH:17][CH:18]=1)[C:13](Cl)=[O:14], predict the reaction product. The product is: [Br:9][C:10]1[CH:11]=[C:12]([CH:16]=[CH:17][CH:18]=1)[C:13]([NH:5][CH2:4][CH2:3][CH:2]([CH3:6])[CH3:1])=[O:14].